Dataset: Tox21: 12 toxicity assays (nuclear receptors and stress response pathways). Task: Binary classification across 12 toxicity assays. (1) The compound is COc1ccc(C[C@H](N)C(=O)N[C@@H]2[C@@H](CO)O[C@@H](n3cnc4c(N(C)C)ncnc43)[C@@H]2O)cc1. It tested positive (active) for: SR-p53 (p53 tumor suppressor activation). (2) The drug is CCOC(=O)Cn1cccc1-c1nc(-c2ccc(OC)cc2)c(-c2ccc(OC)cc2)s1. It tested positive (active) for: SR-ARE (Antioxidant Response Element (oxidative stress)). (3) The compound is c1ccc2c(c1)-c1cccc3c1c-2cc1ccccc13. It tested positive (active) for: NR-AR-LBD (Androgen Receptor Ligand Binding Domain agonist), NR-AhR (Aryl hydrocarbon Receptor agonist activity), NR-PPAR-gamma (PPAR-gamma nuclear receptor agonist), SR-ARE (Antioxidant Response Element (oxidative stress)), SR-HSE (Heat Shock Element response), and SR-p53 (p53 tumor suppressor activation). (4) The molecule is Nc1c(Cl)c(Cl)c(Cl)c(Cl)c1Cl. It tested positive (active) for: NR-AhR (Aryl hydrocarbon Receptor agonist activity). (5) The drug is CCCCNC(=O)n1c(NC(=O)OC)nc2ccccc21. It tested positive (active) for: NR-AhR (Aryl hydrocarbon Receptor agonist activity), and SR-p53 (p53 tumor suppressor activation). (6) The drug is OC(c1ccc(Cl)cc1)(c1ccc(Cl)cc1)c1cccnc1. It tested positive (active) for: NR-Aromatase (Aromatase enzyme inhibition), SR-MMP (Mitochondrial Membrane Potential disruption), and SR-p53 (p53 tumor suppressor activation). (7) The compound is COP(=S)(OC)Oc1ccc([N+](=O)[O-])cc1Cl. It tested positive (active) for: NR-AhR (Aryl hydrocarbon Receptor agonist activity).